This data is from NCI-60 drug combinations with 297,098 pairs across 59 cell lines. The task is: Regression. Given two drug SMILES strings and cell line genomic features, predict the synergy score measuring deviation from expected non-interaction effect. (1) Drug 1: C1C(C(OC1N2C=NC3=C(N=C(N=C32)Cl)N)CO)O. Drug 2: C1CC(=O)NC(=O)C1N2C(=O)C3=CC=CC=C3C2=O. Cell line: SF-539. Synergy scores: CSS=8.80, Synergy_ZIP=-5.42, Synergy_Bliss=-6.33, Synergy_Loewe=-52.0, Synergy_HSA=-7.05. (2) Drug 1: C1=CC(=C2C(=C1NCCNCCO)C(=O)C3=C(C=CC(=C3C2=O)O)O)NCCNCCO. Drug 2: CS(=O)(=O)OCCCCOS(=O)(=O)C. Cell line: NCI-H460. Synergy scores: CSS=50.8, Synergy_ZIP=-1.78, Synergy_Bliss=0.205, Synergy_Loewe=-12.4, Synergy_HSA=1.96. (3) Drug 1: CNC(=O)C1=CC=CC=C1SC2=CC3=C(C=C2)C(=NN3)C=CC4=CC=CC=N4. Drug 2: CCN(CC)CCNC(=O)C1=C(NC(=C1C)C=C2C3=C(C=CC(=C3)F)NC2=O)C. Cell line: PC-3. Synergy scores: CSS=-0.333, Synergy_ZIP=1.46, Synergy_Bliss=1.26, Synergy_Loewe=-1.98, Synergy_HSA=-1.13. (4) Cell line: A549. Synergy scores: CSS=29.1, Synergy_ZIP=18.8, Synergy_Bliss=16.6, Synergy_Loewe=15.9, Synergy_HSA=16.0. Drug 2: CCN(CC)CCCC(C)NC1=C2C=C(C=CC2=NC3=C1C=CC(=C3)Cl)OC. Drug 1: CC12CCC(CC1=CCC3C2CCC4(C3CC=C4C5=CN=CC=C5)C)O. (5) Drug 1: CS(=O)(=O)OCCCCOS(=O)(=O)C. Drug 2: C1CN(P(=O)(OC1)NCCCl)CCCl. Cell line: NCIH23. Synergy scores: CSS=11.1, Synergy_ZIP=-2.10, Synergy_Bliss=2.58, Synergy_Loewe=2.07, Synergy_HSA=2.97. (6) Drug 1: CCC1(CC2CC(C3=C(CCN(C2)C1)C4=CC=CC=C4N3)(C5=C(C=C6C(=C5)C78CCN9C7C(C=CC9)(C(C(C8N6C=O)(C(=O)OC)O)OC(=O)C)CC)OC)C(=O)OC)O.OS(=O)(=O)O. Drug 2: CC1=C(N=C(N=C1N)C(CC(=O)N)NCC(C(=O)N)N)C(=O)NC(C(C2=CN=CN2)OC3C(C(C(C(O3)CO)O)O)OC4C(C(C(C(O4)CO)O)OC(=O)N)O)C(=O)NC(C)C(C(C)C(=O)NC(C(C)O)C(=O)NCCC5=NC(=CS5)C6=NC(=CS6)C(=O)NCCC[S+](C)C)O. Cell line: OVCAR-4. Synergy scores: CSS=10.9, Synergy_ZIP=-0.906, Synergy_Bliss=1.49, Synergy_Loewe=0.563, Synergy_HSA=1.83.